Dataset: Forward reaction prediction with 1.9M reactions from USPTO patents (1976-2016). Task: Predict the product of the given reaction. (1) Given the reactants Br[C:2]1[CH:7]=[CH:6][C:5]([C@@H:8]([N:10]2[CH2:15][CH2:14][C@:13]([CH2:22][C:23]([OH:26])([CH3:25])[CH3:24])([C:16]3[CH:21]=[CH:20][CH:19]=[CH:18][CH:17]=3)[O:12][C:11]2=[O:27])[CH3:9])=[CH:4][CH:3]=1.[CH3:28][C:29]1[N:30]=[CH:31][S:32][C:33]=1[CH3:34], predict the reaction product. The product is: [CH3:28][C:29]1[N:30]=[C:31]([C:2]2[CH:7]=[CH:6][C:5]([CH:8]([N:10]3[CH2:15][CH2:14][C@:13]([CH2:22][C:23]([OH:26])([CH3:24])[CH3:25])([C:16]4[CH:17]=[CH:18][CH:19]=[CH:20][CH:21]=4)[O:12][C:11]3=[O:27])[CH3:9])=[CH:4][CH:3]=2)[S:32][C:33]=1[CH3:34]. (2) Given the reactants Br[C:2]1[CH:3]=[N:4]C=[CH:6][CH:7]=1.[CH2:8]([N:12]1[CH:16]=[C:15]([C:17]2[CH:22]=[CH:21][C:20]([NH:23][C:24]([CH:26]3[CH2:29][NH:28][CH2:27]3)=[O:25])=[CH:19][CH:18]=2)[CH:14]=[N:13]1)[CH:9]([CH3:11])[CH3:10].[NH:30]1CC(C(NC2C=CC(OC3CCN(C(OC(C)(C)C)=O)CC3)=CC=2)=O)C1, predict the reaction product. The product is: [CH3:10][CH:9]([CH3:11])[CH2:8][N:12]1[CH:16]=[C:15]([C:17]2[CH:22]=[CH:21][C:20]([NH:23][C:24]([CH:26]3[CH2:27][N:28]([C:7]4[CH:2]=[CH:3][N:4]=[N:30][CH:6]=4)[CH2:29]3)=[O:25])=[CH:19][CH:18]=2)[CH:14]=[N:13]1. (3) Given the reactants [NH2:1][CH2:2][CH2:3][O:4][C:5]1[CH:6]=[C:7]([NH:17][C:18]2[N:27]=[CH:26][C:25]3[C:20](=[CH:21][CH:22]=[C:23]([C:28]#[C:29][Si:30]([CH3:33])([CH3:32])[CH3:31])[CH:24]=3)[N:19]=2)[CH:8]=[C:9]([C:11]2[CH:12]=[N:13][N:14]([CH3:16])[CH:15]=2)[CH:10]=1.CCN(C(C)C)C(C)C.[Br:43][CH2:44][C:45](Cl)=[O:46], predict the reaction product. The product is: [Br:43][CH2:44][C:45]([NH:1][CH2:2][CH2:3][O:4][C:5]1[CH:6]=[C:7]([NH:17][C:18]2[N:27]=[CH:26][C:25]3[C:20](=[CH:21][CH:22]=[C:23]([C:28]#[C:29][Si:30]([CH3:32])([CH3:31])[CH3:33])[CH:24]=3)[N:19]=2)[CH:8]=[C:9]([C:11]2[CH:12]=[N:13][N:14]([CH3:16])[CH:15]=2)[CH:10]=1)=[O:46]. (4) Given the reactants [Cl:1][C:2]1[CH:7]=[CH:6][C:5]([NH:8][C@H:9]2[C:18]3[C:13](=[CH:14][CH:15]=[CH:16][CH:17]=3)[N:12]([C:19]([C:21]3[CH:31]=[CH:30][C:24]4[N:25]([CH3:29])[CH2:26][CH2:27][O:28][C:23]=4[CH:22]=3)=[O:20])[C@@H:11]([CH3:32])[CH2:10]2)=[CH:4][CH:3]=1.C(N(C(C)C)CC)(C)C.[C:42](Cl)(=[O:44])[CH3:43], predict the reaction product. The product is: [Cl:1][C:2]1[CH:7]=[CH:6][C:5]([N:8]([C@H:9]2[C:18]3[C:13](=[CH:14][CH:15]=[CH:16][CH:17]=3)[N:12]([C:19]([C:21]3[CH:31]=[CH:30][C:24]4[N:25]([CH3:29])[CH2:26][CH2:27][O:28][C:23]=4[CH:22]=3)=[O:20])[C@@H:11]([CH3:32])[CH2:10]2)[C:42](=[O:44])[CH3:43])=[CH:4][CH:3]=1. (5) Given the reactants [C:1]1([S:7]([N:10]2[C:18]3[CH:17]=[C:16](B4OC(C)(C)CC(C)(C)O4)[CH:15]=[C:14]([NH2:29])[C:13]=3[CH:12]=[N:11]2)(=[O:9])=[O:8])[CH:6]=[CH:5][CH:4]=[CH:3][CH:2]=1.P([O-])([O-])([O-])=O.[K+].[K+].[K+].Br[C:39]1[CH:40]=[C:41]([NH:46][S:47]([CH3:50])(=[O:49])=[O:48])[C:42]([CH3:45])=[N:43][CH:44]=1.O1CCOCC1, predict the reaction product. The product is: [NH2:29][C:14]1[CH:15]=[C:16]([C:39]2[CH:40]=[C:41]([NH:46][S:47]([CH3:50])(=[O:48])=[O:49])[C:42]([CH3:45])=[N:43][CH:44]=2)[CH:17]=[C:18]2[C:13]=1[CH:12]=[N:11][N:10]2[S:7]([C:1]1[CH:6]=[CH:5][CH:4]=[CH:3][CH:2]=1)(=[O:8])=[O:9]. (6) Given the reactants [CH3:1][C:2]1[CH:7]=[C:6]([N:8]2[CH2:12][CH2:11][CH:10]([N:13]3[CH2:17][CH2:16][CH2:15][CH:14]3[CH3:18])[CH2:9]2)[CH:5]=[CH:4][C:3]=1[NH2:19].[CH:20]([N:23]1[C:27]2[CH:28]=[CH:29][C:30]([C:32](O)=[O:33])=[CH:31][C:26]=2[N:25]=[N:24]1)([CH3:22])[CH3:21], predict the reaction product. The product is: [CH3:1][C:2]1[CH:7]=[C:6]([N:8]2[CH2:12][CH2:11][CH:10]([N:13]3[CH2:17][CH2:16][CH2:15][CH:14]3[CH3:18])[CH2:9]2)[CH:5]=[CH:4][C:3]=1[NH:19][C:32]([C:30]1[CH:29]=[CH:28][C:27]2[N:23]([CH:20]([CH3:21])[CH3:22])[N:24]=[N:25][C:26]=2[CH:31]=1)=[O:33].